Dataset: Full USPTO retrosynthesis dataset with 1.9M reactions from patents (1976-2016). Task: Predict the reactants needed to synthesize the given product. (1) Given the product [N:9]1[CH:10]=[CH:11][N:12]=[CH:13][C:8]=1[NH:7][C:15]1[C:16]2[N:24]=[C:23]([S:1][C:2]3[NH:6][CH:5]=[N:4][N:3]=3)[CH:22]=[CH:21][C:17]=2[N:18]=[CH:19][N:20]=1, predict the reactants needed to synthesize it. The reactants are: [SH:1][C:2]1[NH:6][CH:5]=[N:4][N:3]=1.[NH2:7][C:8]1[CH:13]=[N:12][CH:11]=[CH:10][N:9]=1.Cl[C:15]1[C:16]2[N:24]=[C:23](Cl)[CH:22]=[CH:21][C:17]=2[N:18]=[CH:19][N:20]=1. (2) Given the product [N:1]1[CH:6]=[CH:5][CH:4]=[C:3]2[CH:7]([NH2:16])[C:8]3[CH:15]=[CH:14][CH:13]=[CH:12][C:9]=3[CH2:10][CH2:11][C:2]=12, predict the reactants needed to synthesize it. The reactants are: [N:1]1[CH:6]=[CH:5][CH:4]=[C:3]2[C:7](=[N:16]O)[C:8]3[CH:15]=[CH:14][CH:13]=[CH:12][C:9]=3[CH2:10][CH2:11][C:2]=12.CCOCC.[OH-].[Na+]. (3) Given the product [CH2:27]([NH:34][C:35]1[N:36]=[CH:37][C:38]([C:2]2[N:11]=[C:10]([NH:12][CH2:13][CH:14]([C:21]3[CH:26]=[CH:25][CH:24]=[CH:23][CH:22]=3)[C:15]3[CH:20]=[CH:19][CH:18]=[CH:17][CH:16]=3)[C:9]3[C:4](=[CH:5][CH:6]=[CH:7][CH:8]=3)[N:3]=2)=[CH:39][N:40]=1)[C:28]1[CH:29]=[CH:30][CH:31]=[CH:32][CH:33]=1, predict the reactants needed to synthesize it. The reactants are: Cl[C:2]1[N:11]=[C:10]([NH:12][CH2:13][CH:14]([C:21]2[CH:26]=[CH:25][CH:24]=[CH:23][CH:22]=2)[C:15]2[CH:20]=[CH:19][CH:18]=[CH:17][CH:16]=2)[C:9]2[C:4](=[CH:5][CH:6]=[CH:7][CH:8]=2)[N:3]=1.[CH2:27]([NH:34][C:35]1[N:40]=[CH:39][C:38](B2OC(C)(C)C(C)(C)O2)=[CH:37][N:36]=1)[C:28]1[CH:33]=[CH:32][CH:31]=[CH:30][CH:29]=1.C(NC1C2C(=CC=CC=2)N=C(C2SC3C=CC=CC=3C=2)N=1)(C1C=CC=CC=1)C1C=CC=CC=1. (4) Given the product [Cl:1][C:2]1[CH:3]=[CH:4][C:5]([O:41][CH:42]([F:44])[F:43])=[C:6]([C:8]2[C:13]([O:14][CH3:15])=[CH:12][N:11]([CH:16]([CH2:33][C@H:34]3[CH2:39][CH2:38][CH2:37][CH2:36][O:35]3)[C:17]([NH:19][C:20]3[CH:32]=[CH:31][C:23]([C:24]([OH:26])=[O:25])=[CH:22][CH:21]=3)=[O:18])[C:10](=[O:40])[CH:9]=2)[CH:7]=1, predict the reactants needed to synthesize it. The reactants are: [Cl:1][C:2]1[CH:3]=[CH:4][C:5]([O:41][CH:42]([F:44])[F:43])=[C:6]([C:8]2[C:13]([O:14][CH3:15])=[CH:12][N:11]([CH:16]([CH2:33][C@H:34]3[CH2:39][CH2:38][CH2:37][CH2:36][O:35]3)[C:17]([NH:19][C:20]3[CH:32]=[CH:31][C:23]([C:24]([O:26]C(C)(C)C)=[O:25])=[CH:22][CH:21]=3)=[O:18])[C:10](=[O:40])[CH:9]=2)[CH:7]=1.C(O)(C(F)(F)F)=O. (5) The reactants are: I[C:2]1[CH:7]=[CH:6][C:5]([C:8]2[C:12]3[CH:13]=[C:14]([O:17][CH3:18])[CH:15]=[CH:16][C:11]=3[O:10][N:9]=2)=[CH:4][CH:3]=1.C([Mg]Cl)(C)C.CS(C)=[O:26].C1[CH2:32][O:31]CC1. Given the product [CH3:18][O:17][C:14]1[CH:15]=[CH:16][C:11]2[O:10][N:9]=[C:8]([C:5]3[CH:6]=[CH:7][C:2]([C:32]([OH:31])=[O:26])=[CH:3][CH:4]=3)[C:12]=2[CH:13]=1, predict the reactants needed to synthesize it. (6) The reactants are: [Br:1][C:2]1[CH:7]=[CH:6][C:5]([NH:8][C:9](=[O:12])[CH:10]=[CH2:11])=[CH:4][CH:3]=1.[ClH:13].[CH2:14]([O:21][C:22]1[CH:23]=[C:24]([C:28]2([F:35])[CH2:33][CH2:32][NH:31][CH2:30][CH:29]2[CH3:34])[CH:25]=[CH:26][CH:27]=1)[C:15]1[CH:20]=[CH:19][CH:18]=[CH:17][CH:16]=1. Given the product [ClH:13].[CH2:14]([O:21][C:22]1[CH:23]=[C:24]([C:28]2([F:35])[CH2:33][CH2:32][N:31]([CH2:11][CH2:10][C:9]([NH:8][C:5]3[CH:4]=[CH:3][C:2]([Br:1])=[CH:7][CH:6]=3)=[O:12])[CH2:30][CH:29]2[CH3:34])[CH:25]=[CH:26][CH:27]=1)[C:15]1[CH:16]=[CH:17][CH:18]=[CH:19][CH:20]=1, predict the reactants needed to synthesize it. (7) Given the product [OH:8][C:7]1[C:6]2[C:5]3[CH2:12][CH:13]([C:16]([O:18][CH2:19][CH3:20])=[O:17])[CH2:14][CH2:15][C:4]=3[S:3][C:2]=2[N:1]=[CH:25][N:26]=1, predict the reactants needed to synthesize it. The reactants are: [NH2:1][C:2]1[S:3][C:4]2[CH2:15][CH2:14][CH:13]([C:16]([O:18][CH2:19][CH3:20])=[O:17])[CH2:12][C:5]=2[C:6]=1[C:7](OCC)=[O:8].C(O)(=O)C.[CH:25](N)=[NH:26]. (8) Given the product [NH2:14][CH2:13][CH2:12][CH2:11][C@H:10]([NH:25][S:26]([C:29]1[CH:38]=[CH:37][C:36]2[C:31](=[CH:32][CH:33]=[C:34]([N:39]([CH3:41])[CH3:40])[CH:35]=2)[CH:30]=1)(=[O:28])=[O:27])[C:9]([NH:8][CH2:1][C:2]1[CH:3]=[CH:4][CH:5]=[CH:6][CH:7]=1)=[O:42], predict the reactants needed to synthesize it. The reactants are: [CH2:1]([NH:8][C:9](=[O:42])[C@@H:10]([NH:25][S:26]([C:29]1[CH:38]=[CH:37][C:36]2[C:31](=[CH:32][CH:33]=[C:34]([N:39]([CH3:41])[CH3:40])[CH:35]=2)[CH:30]=1)(=[O:28])=[O:27])[CH2:11][CH2:12][CH2:13][NH:14]C(=O)OCC1C=CC=CC=1)[C:2]1[CH:7]=[CH:6][CH:5]=[CH:4][CH:3]=1. (9) Given the product [NH2:1][CH2:4][C@H:5]([NH:19][C:20](=[O:29])[C@H:21]([C:23]1[CH:24]=[CH:25][CH:26]=[CH:27][CH:28]=1)[CH3:22])[C:6]1[CH:7]=[CH:8][C:9]([O:12][CH2:13][CH:14]([CH3:18])[CH2:15][CH2:16][CH3:17])=[CH:10][CH:11]=1, predict the reactants needed to synthesize it. The reactants are: [N:1]([CH2:4][C@H:5]([NH:19][C:20](=[O:29])[C@H:21]([C:23]1[CH:28]=[CH:27][CH:26]=[CH:25][CH:24]=1)[CH3:22])[C:6]1[CH:11]=[CH:10][C:9]([O:12][CH2:13][CH:14]([CH3:18])[CH2:15][CH2:16][CH3:17])=[CH:8][CH:7]=1)=[N+]=[N-].